Dataset: Experimentally validated miRNA-target interactions with 360,000+ pairs, plus equal number of negative samples. Task: Binary Classification. Given a miRNA mature sequence and a target amino acid sequence, predict their likelihood of interaction. The miRNA is hsa-miR-4429 with sequence AAAAGCUGGGCUGAGAGGCG. The protein sequence of the target gene is MTKKRRNNGRAKKGRGHVQPIRCTNCARCVPKDKAIKKFVIRNIVEAAAVRDISEASVFDAYVLPKLYVKLHYCVSCAIHSKVVRNRSREARKDRTPPPRFRPAGAAPRPPPKPM. Result: 0 (no interaction).